From a dataset of Full USPTO retrosynthesis dataset with 1.9M reactions from patents (1976-2016). Predict the reactants needed to synthesize the given product. (1) Given the product [ClH:40].[ClH:40].[C:1]1([N:7]([CH2:30][CH2:31][CH2:32][C:33]([O:35][CH3:36])=[O:34])[C:8]([C:10]2[CH:29]=[CH:28][C:13]3[N:14]([CH3:27])[C:15]([CH2:17][CH2:18][C:19]4[CH:20]=[CH:21][C:22]([C:25](=[NH:26])[NH2:47])=[CH:23][CH:24]=4)=[N:16][C:12]=3[CH:11]=2)=[O:9])[CH:6]=[CH:5][CH:4]=[CH:3][CH:2]=1, predict the reactants needed to synthesize it. The reactants are: [C:1]1([N:7]([CH2:30][CH2:31][CH2:32][C:33]([O:35][C:36](C)(C)C)=[O:34])[C:8]([C:10]2[CH:29]=[CH:28][C:13]3[N:14]([CH3:27])[C:15]([CH2:17][CH2:18][C:19]4[CH:24]=[CH:23][C:22]([C:25]#[N:26])=[CH:21][CH:20]=4)=[N:16][C:12]=3[CH:11]=2)=[O:9])[CH:6]=[CH:5][CH:4]=[CH:3][CH:2]=1.[ClH:40].CO.C(=O)([O-])[O-].[NH4+:47].[NH4+]. (2) The reactants are: C(OC([N:6]1[CH:15]=[C:14]([CH:16]=[O:17])[C:13]2[C:8](=[CH:9][C:10]([O:24][CH3:25])=[C:11]([O:18][CH:19]3[CH2:23][CH2:22][CH2:21][CH2:20]3)[CH:12]=2)[CH:7]1[CH2:26][C:27]1[CH:32]=[CH:31][CH:30]=[C:29]([O:33][CH3:34])[CH:28]=1)=O)C.[OH-].[K+]. Given the product [CH:19]1([O:18][C:11]2[CH:12]=[C:13]3[C:8](=[CH:9][C:10]=2[O:24][CH3:25])[CH:7]([CH2:26][C:27]2[CH:32]=[CH:31][CH:30]=[C:29]([O:33][CH3:34])[CH:28]=2)[NH:6][CH:15]=[C:14]3[CH:16]=[O:17])[CH2:23][CH2:22][CH2:21][CH2:20]1, predict the reactants needed to synthesize it.